Predict the reactants needed to synthesize the given product. From a dataset of Full USPTO retrosynthesis dataset with 1.9M reactions from patents (1976-2016). (1) Given the product [NH2:12][C:13]1[C:21]2[C:16](=[CH:17][CH:18]=[CH:19][C:20]=2[C:22]2[CH:23]=[CH:24][C:25]([NH:28][C:29]([NH:31][CH:32]3[CH2:37][CH2:36][CH2:35][N:34]([C:4](=[O:6])[C:3]([C:1]#[N:2])=[CH:7][C:8]([CH3:11])([CH3:10])[CH3:9])[CH2:33]3)=[O:30])=[CH:26][CH:27]=2)[NH:15][N:14]=1, predict the reactants needed to synthesize it. The reactants are: [C:1]([C:3](=[CH:7][C:8]([CH3:11])([CH3:10])[CH3:9])[C:4]([OH:6])=O)#[N:2].[NH2:12][C:13]1[C:21]2[C:16](=[CH:17][CH:18]=[CH:19][C:20]=2[C:22]2[CH:27]=[CH:26][C:25]([NH:28][C:29]([NH:31][CH:32]3[CH2:37][CH2:36][CH2:35][NH:34][CH2:33]3)=[O:30])=[CH:24][CH:23]=2)[NH:15][N:14]=1.N1C=CC=CC=1. (2) Given the product [CH3:17][O:18][C:19]([C:20]1[CH:25]=[CH:24][C:23]([C@@H:26]2[NH:3][CH:4]([C:7]([OH:9])=[O:8])[CH2:5][S:6]2)=[CH:22][CH:21]=1)=[O:28], predict the reactants needed to synthesize it. The reactants are: O.Cl.[NH2:3][C@H:4]([C:7]([OH:9])=[O:8])[CH2:5][SH:6].C([O-])(=O)C.[K+].CO.[CH3:17][O:18][C:19](=[O:28])[C:20]1[CH:25]=[CH:24][C:23]([CH:26]=O)=[CH:22][CH:21]=1. (3) Given the product [Cl:8][C:6]1[CH:5]=[C:4]([N+:9]([O-:11])=[O:10])[C:3]2[O:12][C:13](=[O:14])[NH:1][C:2]=2[CH:7]=1, predict the reactants needed to synthesize it. The reactants are: [NH2:1][C:2]1[CH:7]=[C:6]([Cl:8])[CH:5]=[C:4]([N+:9]([O-:11])=[O:10])[C:3]=1[OH:12].[C:13](N1C=CN=C1)(N1C=CN=C1)=[O:14].Cl. (4) Given the product [ClH:35].[ClH:35].[NH:8]1[CH2:13][CH2:12][CH:11]([CH2:14][NH:15][C:16]([C:18]2[CH:41]=[CH:40][C:21]3[N:22]([CH2:36][CH2:37][O:38][CH3:39])[C:23]([NH:25][C:26]4[S:27][C:28]5[CH:34]=[C:33]([Cl:35])[CH:32]=[CH:31][C:29]=5[N:30]=4)=[N:24][C:20]=3[CH:19]=2)=[O:17])[CH2:10][CH2:9]1, predict the reactants needed to synthesize it. The reactants are: C(OC([N:8]1[CH2:13][CH2:12][CH:11]([CH2:14][NH:15][C:16]([C:18]2[CH:41]=[CH:40][C:21]3[N:22]([CH2:36][CH2:37][O:38][CH3:39])[C:23]([NH:25][C:26]4[S:27][C:28]5[CH:34]=[C:33]([Cl:35])[CH:32]=[CH:31][C:29]=5[N:30]=4)=[N:24][C:20]=3[CH:19]=2)=[O:17])[CH2:10][CH2:9]1)=O)(C)(C)C. (5) Given the product [CH3:8][O:9][C:10]1[CH:11]=[CH:12][C:13]([CH3:17])=[C:14]([NH:15][C:18](=[O:20])[CH3:19])[CH:16]=1, predict the reactants needed to synthesize it. The reactants are: C(N(CC)CC)C.[CH3:8][O:9][C:10]1[CH:11]=[CH:12][C:13]([CH3:17])=[C:14]([CH:16]=1)[NH2:15].[C:18](Cl)(=[O:20])[CH3:19]. (6) Given the product [Cl:25][C:19]1[CH:20]=[C:21]([NH:22][C:15]2[C:4]3[C:5](=[C:6]([C:8]4[CH:13]=[CH:12][N:11]=[CH:10][CH:9]=4)[N:7]=[C:2]([F:1])[CH:3]=3)[O:14][C:30]=2[NH2:31])[CH:23]=[CH:24][C:18]=1[F:17], predict the reactants needed to synthesize it. The reactants are: [F:1][C:2]1[N:7]=[C:6]([C:8]2[CH:13]=[CH:12][N:11]=[CH:10][CH:9]=2)[C:5]([OH:14])=[C:4]([CH:15]=O)[CH:3]=1.[F:17][C:18]1[CH:24]=[CH:23][C:21]([NH2:22])=[CH:20][C:19]=1[Cl:25].[Si]([C:30]#[N:31])(C)(C)C.[Si](OS(C(F)(F)F)(=O)=O)(C)(C)C. (7) Given the product [Cl:16][C:13]1[CH:14]=[CH:15][C:6]([O:5][CH2:4][C:3]([OH:28])=[O:2])=[C:7]2[C:12]=1[N:11]=[C:10]([CH3:17])[C:9]([CH2:18][C:19]1[CH:20]=[CH:21][C:22]([Cl:25])=[CH:23][CH:24]=1)=[C:8]2[O:26][CH3:27], predict the reactants needed to synthesize it. The reactants are: C[O:2][C:3](=[O:28])[CH2:4][O:5][C:6]1[CH:15]=[CH:14][C:13]([Cl:16])=[C:12]2[C:7]=1[C:8]([O:26][CH3:27])=[C:9]([CH2:18][C:19]1[CH:24]=[CH:23][C:22]([Cl:25])=[CH:21][CH:20]=1)[C:10]([CH3:17])=[N:11]2.CO.[OH-].[Li+].